Task: Predict the reactants needed to synthesize the given product.. Dataset: Full USPTO retrosynthesis dataset with 1.9M reactions from patents (1976-2016) Given the product [CH2:1]([C:5]1[O:9][N:8]=[C:7]([C:10]([O:12][CH3:13])=[O:11])[CH:6]=1)[CH:2]([CH3:4])[CH3:3], predict the reactants needed to synthesize it. The reactants are: [CH2:1]([C:5]1[O:9][N:8]=[C:7]([C:10]([OH:12])=[O:11])[CH:6]=1)[CH:2]([CH3:4])[CH3:3].[CH3:13][Si](C=[N+]=[N-])(C)C.